Task: Regression. Given two drug SMILES strings and cell line genomic features, predict the synergy score measuring deviation from expected non-interaction effect.. Dataset: Merck oncology drug combination screen with 23,052 pairs across 39 cell lines Drug 1: NC(=O)c1cccc2cn(-c3ccc(C4CCCNC4)cc3)nc12. Drug 2: Cn1cc(-c2cnn3c(N)c(Br)c(C4CCCNC4)nc23)cn1. Cell line: OVCAR3. Synergy scores: synergy=61.0.